Dataset: Full USPTO retrosynthesis dataset with 1.9M reactions from patents (1976-2016). Task: Predict the reactants needed to synthesize the given product. (1) Given the product [Cl:1][C:2]1[N:7]=[C:6]([C:8]([NH2:28])=[O:10])[CH:5]=[C:4]([N:11]2[CH2:16][CH2:15][CH:14]([NH:17][C:18]([C:20]3[NH:21][C:22]([CH3:27])=[C:23]([Cl:26])[C:24]=3[Cl:25])=[O:19])[CH2:13][CH2:12]2)[N:3]=1, predict the reactants needed to synthesize it. The reactants are: [Cl:1][C:2]1[N:7]=[C:6]([C:8]([OH:10])=O)[CH:5]=[C:4]([N:11]2[CH2:16][CH2:15][CH:14]([NH:17][C:18]([C:20]3[NH:21][C:22]([CH3:27])=[C:23]([Cl:26])[C:24]=3[Cl:25])=[O:19])[CH2:13][CH2:12]2)[N:3]=1.[NH3:28]. (2) Given the product [C:16]([O:20][C:21](=[O:42])[NH:22][C@@H:23]1[CH2:28][CH2:27][CH2:26][N:25]([C:29]([C:30]2[CH:35]=[CH:34][C:33]3[N:36]([CH3:37])[C:14]([C:6]4[N:5]([CH2:4][CH:1]5[CH2:2][CH2:3]5)[C:9]5=[N:10][CH:11]=[CH:12][CH:13]=[C:8]5[CH:7]=4)=[N:38][C:32]=3[CH:31]=2)=[O:41])[CH2:24]1)([CH3:19])([CH3:17])[CH3:18], predict the reactants needed to synthesize it. The reactants are: [CH:1]1([CH2:4][N:5]2[C:9]3=[N:10][CH:11]=[CH:12][CH:13]=[C:8]3[CH:7]=[C:6]2[CH:14]=O)[CH2:3][CH2:2]1.[C:16]([O:20][C:21](=[O:42])[NH:22][C@@H:23]1[CH2:28][CH2:27][CH2:26][N:25]([C:29](=[O:41])[C:30]2[CH:35]=[CH:34][C:33]([NH:36][CH3:37])=[C:32]([N+:38]([O-])=O)[CH:31]=2)[CH2:24]1)([CH3:19])([CH3:18])[CH3:17].S(S([O-])=O)([O-])=O.[Na+].[Na+]. (3) Given the product [NH2:1][C:2]1[N:7]2[CH:8]=[CH:9][N:10]=[C:6]2[C:5]([C:11]([NH:42][CH2:41][CH:38]2[CH2:39][CH2:40][N:35]([CH2:31][CH2:32][CH2:33][CH3:34])[CH2:36][CH2:37]2)=[O:13])=[CH:4][C:3]=1[Cl:16], predict the reactants needed to synthesize it. The reactants are: [NH2:1][C:2]1[N:7]2[CH:8]=[CH:9][N:10]=[C:6]2[C:5]([C:11]([O:13]CC)=O)=[CH:4][C:3]=1[Cl:16].C(N1C=CN=C1)(N1C=CN=C1)=O.Cl.Cl.[CH2:31]([N:35]1[CH2:40][CH2:39][CH:38]([CH2:41][NH2:42])[CH2:37][CH2:36]1)[CH2:32][CH2:33][CH3:34].C(N(CC)CC)C. (4) Given the product [N:51]([CH2:34][CH2:33][N:29]([CH:30]([CH3:31])[CH3:32])[C:28]([C:26]1[N:27]=[C:23]([N:21]2[CH2:20][CH2:19][CH2:22]2)[S:24][CH:25]=1)=[O:36])=[N+:52]=[N-:53].[Si:1]([O:18][CH:19]1[CH2:20][NH:21][CH2:22]1)([C:14]([CH3:17])([CH3:15])[CH3:16])([C:2]1[CH:7]=[CH:6][CH:5]=[CH:4][CH:3]=1)[C:8]1[CH:9]=[CH:10][CH:11]=[CH:12][CH:13]=1, predict the reactants needed to synthesize it. The reactants are: [Si:1]([O:18][CH:19]1[CH2:22][N:21]([C:23]2[S:24][CH:25]=[C:26]([C:28](=[O:36])[N:29]([CH2:33][CH2:34]O)[CH:30]([CH3:32])[CH3:31])[N:27]=2)[CH2:20]1)([C:14]([CH3:17])([CH3:16])[CH3:15])([C:8]1[CH:13]=[CH:12][CH:11]=[CH:10][CH:9]=1)[C:2]1[CH:7]=[CH:6][CH:5]=[CH:4][CH:3]=1.C1(P([N:51]=[N+:52]=[N-:53])(C2C=CC=CC=2)=O)C=CC=CC=1.C1(P(C2C=CC=CC=2)C2C=CC=CC=2)C=CC=CC=1.CCOC(/N=N/C(OCC)=O)=O.C1(C)C=CC=CC=1. (5) Given the product [F:1][CH2:2][CH2:3][N:4]1[CH2:9][CH2:8][CH:7]([O:10][C:12]2[CH:17]=[CH:16][C:15]([I:18])=[CH:14][CH:13]=2)[CH2:6][CH2:5]1, predict the reactants needed to synthesize it. The reactants are: [F:1][CH2:2][CH2:3][N:4]1[CH2:9][CH2:8][CH:7]([OH:10])[CH2:6][CH2:5]1.F[C:12]1[CH:17]=[CH:16][C:15]([I:18])=[CH:14][CH:13]=1.[H-].[Na+]. (6) Given the product [CH3:20][C:17]1[CH:18]=[CH:19][N:6]2[C:7]=1[C:8](=[O:16])[N:9]([C:10]1[CH:15]=[CH:14][CH:13]=[CH:12][CH:11]=1)[C:4]([C@@H:2]([NH:1][C:22]1[C:23]3[C:30]([C:31]([O:33][CH2:34][C:35]4[CH:40]=[CH:39][CH:38]=[CH:37][CH:36]=4)=[O:32])=[CH:29][NH:28][C:24]=3[N:25]=[CH:26][N:27]=1)[CH3:3])=[N:5]2, predict the reactants needed to synthesize it. The reactants are: [NH2:1][C@H:2]([C:4]1[N:9]([C:10]2[CH:15]=[CH:14][CH:13]=[CH:12][CH:11]=2)[C:8](=[O:16])[C:7]2=[C:17]([CH3:20])[CH:18]=[CH:19][N:6]2[N:5]=1)[CH3:3].Cl[C:22]1[C:23]2[C:30]([C:31]([O:33][CH2:34][C:35]3[CH:40]=[CH:39][CH:38]=[CH:37][CH:36]=3)=[O:32])=[CH:29][NH:28][C:24]=2[N:25]=[CH:26][N:27]=1.CCN(C(C)C)C(C)C.